This data is from Full USPTO retrosynthesis dataset with 1.9M reactions from patents (1976-2016). The task is: Predict the reactants needed to synthesize the given product. Given the product [CH2:1]([O:3][C:4](=[O:13])[C:5]1[CH:10]=[CH:9][CH:8]=[C:7]([CH3:11])[C:6]=1[CH:14]=[C:15]([CH3:26])[CH3:16])[CH3:2], predict the reactants needed to synthesize it. The reactants are: [CH2:1]([O:3][C:4](=[O:13])[C:5]1[CH:10]=[CH:9][CH:8]=[C:7]([CH3:11])[C:6]=1I)[CH3:2].[CH3:14][C:15]([CH3:26])=[CH:16]B1OC(C)(C)C(C)(C)O1.